From a dataset of Full USPTO retrosynthesis dataset with 1.9M reactions from patents (1976-2016). Predict the reactants needed to synthesize the given product. (1) Given the product [NH2:5][C:4]1[CH:6]=[C:7]([C:19]2[S:23][C:22]([C:24]3([OH:36])[CH2:29][CH2:28][CH:27]([C:30]([O:32][CH2:33][CH3:34])=[O:31])[CH:26]([CH3:35])[CH2:25]3)=[N:21][CH:20]=2)[CH:8]=[C:2]([CH3:1])[CH:3]=1, predict the reactants needed to synthesize it. The reactants are: [CH3:1][C:2]1[CH:3]=[C:4]([CH:6]=[C:7](B2OC(C)(C)C(C)(C)O2)[CH:8]=1)[NH2:5].Br[C:19]1[S:23][C:22]([C:24]2([OH:36])[CH2:29][CH2:28][CH:27]([C:30]([O:32][CH2:33][CH3:34])=[O:31])[CH:26]([CH3:35])[CH2:25]2)=[N:21][CH:20]=1.CC(C1C=C(C(C)C)C(C2C=CC=CC=2P(C2CCCCC2)C2CCCCC2)=C(C(C)C)C=1)C.C([O-])([O-])=O.[Cs+].[Cs+]. (2) Given the product [CH:26]([C@@H:39]1[CH2:43][CH2:42][CH2:41][N:40]1[C:4]([C:3]1[CH:7]=[CH:8][C:9]([C:11]([NH:13][CH:14]([C:16]2[NH:20][C:19]3[CH:21]=[CH:22][C:23]([Cl:25])=[CH:24][C:18]=3[N:17]=2)[CH3:15])=[O:12])=[CH:10][C:2]=1[Cl:1])=[O:6])([C:33]1[CH:34]=[CH:35][CH:36]=[CH:37][CH:38]=1)[C:27]1[CH:32]=[CH:31][CH:30]=[CH:29][CH:28]=1, predict the reactants needed to synthesize it. The reactants are: [Cl:1][C:2]1[CH:10]=[C:9]([C:11]([NH:13][CH:14]([C:16]2[NH:20][C:19]3[CH:21]=[CH:22][C:23]([Cl:25])=[CH:24][C:18]=3[N:17]=2)[CH3:15])=[O:12])[CH:8]=[CH:7][C:3]=1[C:4]([OH:6])=O.[CH:26]([C@@H:39]1[CH2:43][CH2:42][CH2:41][NH:40]1)([C:33]1[CH:38]=[CH:37][CH:36]=[CH:35][CH:34]=1)[C:27]1[CH:32]=[CH:31][CH:30]=[CH:29][CH:28]=1.C(N(C(C)C)CC)(C)C.ClCl. (3) The reactants are: [F:1][C:2]1[CH:3]=[C:4]([CH2:8][C:9]#[N:10])[CH:5]=[CH:6][CH:7]=1.Br[CH2:12][CH2:13][CH2:14][CH2:15][CH2:16]Br. Given the product [F:1][C:2]1[CH:3]=[C:4]([C:8]2([C:9]#[N:10])[CH2:16][CH2:15][CH2:14][CH2:13][CH2:12]2)[CH:5]=[CH:6][CH:7]=1, predict the reactants needed to synthesize it. (4) Given the product [F:16][C:17]([F:30])([F:29])[S:18]([O:9][C:4]1[CH:5]=[CH:6][CH:7]=[CH:8][C:3]=1[S:2][CH3:1])(=[O:20])=[O:19], predict the reactants needed to synthesize it. The reactants are: [CH3:1][S:2][C:3]1[CH:8]=[CH:7][CH:6]=[CH:5][C:4]=1[OH:9].N1C=CC=CC=1.[F:16][C:17]([F:30])([F:29])[S:18](O[S:18]([C:17]([F:30])([F:29])[F:16])(=[O:20])=[O:19])(=[O:20])=[O:19]. (5) Given the product [F:1][C:2]1[CH:7]=[CH:6][C:5]([CH:8]([C:11]2[CH:16]=[C:15]([O:17][C:18]([F:22])([F:23])[CH:19]([F:21])[F:20])[CH:14]=[C:13]([F:24])[CH:12]=2)[NH2:9])=[CH:4][C:3]=1[O:25][CH:26]([CH3:28])[CH3:27], predict the reactants needed to synthesize it. The reactants are: [F:1][C:2]1[CH:7]=[CH:6][C:5]([C:8]([C:11]2[CH:16]=[C:15]([O:17][C:18]([F:23])([F:22])[CH:19]([F:21])[F:20])[CH:14]=[C:13]([F:24])[CH:12]=2)=[N:9]O)=[CH:4][C:3]=1[O:25][CH:26]([CH3:28])[CH3:27].C([O-])(=O)C.[NH4+].